Dataset: Forward reaction prediction with 1.9M reactions from USPTO patents (1976-2016). Task: Predict the product of the given reaction. The product is: [CH3:36][O:35][C:31](=[O:34])[CH:32]=[CH:33][C:20]1[CH:19]=[CH:18][C:17]([C:16]2[C:15]3[C:10](=[CH:11][CH:12]=[CH:13][CH:14]=3)[O:9][CH2:8][C:7]=2[C:1]2[CH:6]=[CH:5][CH:4]=[CH:3][CH:2]=2)=[CH:22][CH:21]=1. Given the reactants [C:1]1([C:7]2[CH2:8][O:9][C:10]3[C:15]([C:16]=2[C:17]2[CH:22]=[CH:21][C:20](OS(C(F)(F)F)(=O)=O)=[CH:19][CH:18]=2)=[CH:14][CH:13]=[CH:12][CH:11]=3)[CH:6]=[CH:5][CH:4]=[CH:3][CH:2]=1.[C:31]([O:35][CH3:36])(=[O:34])[CH:32]=[CH2:33], predict the reaction product.